Dataset: Forward reaction prediction with 1.9M reactions from USPTO patents (1976-2016). Task: Predict the product of the given reaction. (1) Given the reactants [NH:1]1[C:9]2[C:4](=[CH:5][CH:6]=[CH:7][CH:8]=2)[C:3](/[CH:10]=[CH:11]/[C:12]([OH:14])=O)=[N:2]1.N=C=N.ON1C2C=CC=CC=2N=N1.[NH2:28][C:29]1[CH:44]=[CH:43][C:32]([O:33][CH2:34][CH2:35][N:36]([CH:40]([CH3:42])[CH3:41])[CH:37]([CH3:39])[CH3:38])=[C:31]([O:45][CH3:46])[CH:30]=1.CC[NH+](CC)CC.CC[NH+](CC)CC.C([O-])([O-])=O, predict the reaction product. The product is: [CH:40]([N:36]([CH:37]([CH3:39])[CH3:38])[CH2:35][CH2:34][O:33][C:32]1[CH:43]=[CH:44][C:29]([NH:28][C:12](=[O:14])[CH:11]=[CH:10][C:3]2[C:4]3[C:9](=[CH:8][CH:7]=[CH:6][CH:5]=3)[NH:1][N:2]=2)=[CH:30][C:31]=1[O:45][CH3:46])([CH3:41])[CH3:42]. (2) Given the reactants [OH-].[K+].[OH:3][CH2:4][CH2:5][CH2:6][OH:7].S(O[CH:19]([CH2:21][O:22][C:23]([CH3:26])([CH3:25])[CH3:24])[CH3:20])(C1C=CC(C)=CC=1)(=O)=O.Cl, predict the reaction product. The product is: [OH:3][CH2:4][CH2:5][CH2:6][O:7][CH:19]([CH2:21][O:22][C:23]([CH3:26])([CH3:25])[CH3:24])[CH3:20]. (3) Given the reactants [OH:1][CH2:2][C@H:3]1[CH2:7][CH2:6][CH2:5][N:4]1[CH2:8][CH2:9][C:10]1[NH:11][C:12](=[O:21])[C:13]2[C:18]([CH:19]=1)=[C:17]([CH3:20])[CH:16]=[CH:15][CH:14]=2.[P:22](=[O:26])([OH:25])([OH:24])[OH:23], predict the reaction product. The product is: [P:22]([OH:26])([OH:25])([OH:24])=[O:23].[OH:1][CH2:2][C@H:3]1[CH2:7][CH2:6][CH2:5][N:4]1[CH2:8][CH2:9][C:10]1[NH:11][C:12](=[O:21])[C:13]2[C:18]([CH:19]=1)=[C:17]([CH3:20])[CH:16]=[CH:15][CH:14]=2. (4) Given the reactants [F:1][C:2]([F:23])([F:22])[C:3]1[CH:4]=[C:5]([CH:9]=[CH:10][C:11]=1[N:12]1[CH2:17][CH2:16][CH:15]([C:18]([F:21])([F:20])[F:19])[CH2:14][CH2:13]1)[C:6](O)=[O:7].[CH3:24][O:25][C:26]1[CH:27]=[C:28]([CH:30]=[CH:31][CH:32]=1)[NH2:29], predict the reaction product. The product is: [CH3:24][O:25][C:26]1[CH:27]=[C:28]([NH:29][C:6](=[O:7])[C:5]2[CH:9]=[CH:10][C:11]([N:12]3[CH2:17][CH2:16][CH:15]([C:18]([F:19])([F:20])[F:21])[CH2:14][CH2:13]3)=[C:3]([C:2]([F:23])([F:1])[F:22])[CH:4]=2)[CH:30]=[CH:31][CH:32]=1. (5) Given the reactants [F:1][C:2]1[CH:7]=[C:6]([C:8](=O)[CH2:9][CH:10]([C:17]2[CH:22]=[CH:21][CH:20]=[CH:19][CH:18]=2)[C:11]2[CH:16]=[CH:15][CH:14]=[CH:13][CH:12]=2)[C:5]([CH3:24])=[CH:4][N:3]=1.Cl.[NH2:26][OH:27].C([O-])(O)=O.[Na+], predict the reaction product. The product is: [F:1][C:2]1[CH:7]=[C:6]([C:8](=[N:26][OH:27])[CH2:9][CH:10]([C:17]2[CH:22]=[CH:21][CH:20]=[CH:19][CH:18]=2)[C:11]2[CH:16]=[CH:15][CH:14]=[CH:13][CH:12]=2)[C:5]([CH3:24])=[CH:4][N:3]=1. (6) Given the reactants [F:1][C:2]1[C:7]([C:8]2[CH:9]=[C:10]3[C@@:21]4([CH2:25][O:24][C:23]([NH2:26])=[N:22]4)[C:20]4[C:15](=[N:16][CH:17]=[C:18]([C:27]#[C:28][C:29]5([CH3:33])[CH2:32][O:31][CH2:30]5)[CH:19]=4)[O:14][C:11]3=[CH:12][CH:13]=2)=[CH:6][CH:5]=[CH:4][N:3]=1.O.[ClH:35].C(OCC)(=O)C, predict the reaction product. The product is: [NH2:26][C:23]1[O:24][CH2:25][C@:21]2([C:20]3[C:15](=[N:16][CH:17]=[C:18]([C:27]#[C:28][C:29]([CH2:32][Cl:35])([CH3:33])[CH2:30][OH:31])[CH:19]=3)[O:14][C:11]3[C:10]2=[CH:9][C:8]([C:7]2[C:2]([F:1])=[N:3][CH:4]=[CH:5][CH:6]=2)=[CH:13][CH:12]=3)[N:22]=1.